Dataset: Reaction yield outcomes from USPTO patents with 853,638 reactions. Task: Predict the reaction yield, written as a fraction of the theoretical maximum amount of product (1.0 means a 100% yield; for example, 0.34 means a 34% yield). (1) The yield is 0.990. The reactants are [C:1]([C:4]1[CH:9]=[CH:8][C:7]([S:10](Cl)(=[O:12])=[O:11])=[CH:6][CH:5]=1)(=[O:3])[CH3:2].[NH2:14][CH2:15][C:16]1[CH:17]=[N:18][CH:19]=[CH:20][CH:21]=1. The catalyst is O1CCCC1.O. The product is [C:1]([C:4]1[CH:9]=[CH:8][C:7]([S:10]([NH:14][CH2:15][C:16]2[CH:17]=[N:18][CH:19]=[CH:20][CH:21]=2)(=[O:12])=[O:11])=[CH:6][CH:5]=1)(=[O:3])[CH3:2]. (2) The reactants are Cl[C:2]1[N:7]=[C:6]([Cl:8])[N:5]=[C:4]([NH:9][C:10]2[CH:15]=[CH:14][CH:13]=[CH:12][C:11]=2[S:16]([CH:19]([CH3:21])[CH3:20])(=[O:18])=[O:17])[N:3]=1.[CH3:22][O:23][C:24]1([O:39][CH3:40])[CH2:29][CH2:28][N:27]([C:30]2[CH:36]=[CH:35][C:33]([NH2:34])=[C:32]([O:37][CH3:38])[CH:31]=2)[CH2:26][CH2:25]1.C(N(CC)C(C)C)(C)C.C(OC(C)C)(=O)C.C(=O)([O-])[O-].[K+].[K+]. The catalyst is CCCCCCC.O.O1CCCC1. The product is [Cl:8][C:6]1[N:7]=[C:2]([NH:34][C:33]2[CH:35]=[CH:36][C:30]([N:27]3[CH2:26][CH2:25][C:24]([O:23][CH3:22])([O:39][CH3:40])[CH2:29][CH2:28]3)=[CH:31][C:32]=2[O:37][CH3:38])[N:3]=[C:4]([NH:9][C:10]2[CH:15]=[CH:14][CH:13]=[CH:12][C:11]=2[S:16]([CH:19]([CH3:21])[CH3:20])(=[O:18])=[O:17])[N:5]=1. The yield is 0.924. (3) The reactants are [CH:1]([N:4]1[C:8]([C:9]2[N:18]=[C:17]3[N:11]([CH2:12][CH2:13][O:14][C:15]4[CH:22]=[C:21](O)[N:20]=[CH:19][C:16]=43)[CH:10]=2)=[N:7][CH:6]=[N:5]1)([CH3:3])[CH3:2].Cl.[F:25][C:26]1([F:34])[CH2:30][NH:29][C@H:28]([C:31]([NH2:33])=[O:32])[CH2:27]1.CCN(C(C)C)C(C)C.C(#N)C. The catalyst is O. The product is [F:25][C:26]1([F:34])[CH2:30][N:29]([C:21]2[N:20]=[CH:19][C:16]3[C:17]4[N:11]([CH:10]=[C:9]([C:8]5[N:4]([CH:1]([CH3:2])[CH3:3])[N:5]=[CH:6][N:7]=5)[N:18]=4)[CH2:12][CH2:13][O:14][C:15]=3[CH:22]=2)[C@H:28]([C:31]([NH2:33])=[O:32])[CH2:27]1. The yield is 0.110. (4) The reactants are [CH3:1][O:2][C:3]1[CH:11]=[C:10]([C:12]2[CH:17]=[CH:16][CH:15]=[CH:14][CH:13]=2)[CH:9]=[CH:8][C:4]=1[C:5]([OH:7])=O.[F:18][C:19]([F:32])([F:31])[C:20]1[CH:21]=[C:22]([CH:24]=[C:25]([C:27]([F:30])([F:29])[F:28])[CH:26]=1)[NH2:23]. No catalyst specified. The product is [F:18][C:19]([F:31])([F:32])[C:20]1[CH:21]=[C:22]([NH:23][C:5](=[O:7])[C:4]2[CH:8]=[CH:9][C:10]([C:12]3[CH:17]=[CH:16][CH:15]=[CH:14][CH:13]=3)=[CH:11][C:3]=2[O:2][CH3:1])[CH:24]=[C:25]([C:27]([F:28])([F:30])[F:29])[CH:26]=1. The yield is 0.975. (5) The catalyst is C1COCC1. The product is [Br:8][C:9]1[CH:10]=[CH:11][CH:12]=[C:13]2[C:18]=1[N:17]=[C:16]([NH:1][C:2]1[CH:7]=[CH:6][CH:5]=[CH:4][CH:3]=1)[CH:15]=[CH:14]2. The yield is 0.760. The reactants are [NH2:1][C:2]1[CH:7]=[CH:6][CH:5]=[CH:4][CH:3]=1.[Br:8][C:9]1[CH:10]=[CH:11][CH:12]=[C:13]2[C:18]=1[N:17]=[C:16](Cl)[CH:15]=[CH:14]2.[Li+].C[Si]([N-][Si](C)(C)C)(C)C. (6) The product is [CH2:13]([N:12]1[C:8]([C:5]2[CH:6]=[CH:7][C:2]([C:29]3[CH:28]=[CH:27][C:26]([CH2:40][OH:41])=[C:25]([S:22]([CH3:21])(=[O:24])=[O:23])[CH:30]=3)=[CH:3][CH:4]=2)=[CH:9][C:10]([C:17]([F:20])([F:19])[F:18])=[N:11]1)[CH:14]([CH3:16])[CH3:15]. The yield is 0.474. The reactants are Br[C:2]1[CH:7]=[CH:6][C:5]([C:8]2[N:12]([CH2:13][CH:14]([CH3:16])[CH3:15])[N:11]=[C:10]([C:17]([F:20])([F:19])[F:18])[CH:9]=2)=[CH:4][CH:3]=1.[CH3:21][S:22]([C:25]1[CH:30]=[C:29](B2OC(C)(C)C(C)(C)O2)[CH:28]=[CH:27][C:26]=1[CH2:40][OH:41])(=[O:24])=[O:23].C([O-])([O-])=O.[Na+].[Na+]. The catalyst is O1CCOCC1.O.C1C=CC([P]([Pd]([P](C2C=CC=CC=2)(C2C=CC=CC=2)C2C=CC=CC=2)([P](C2C=CC=CC=2)(C2C=CC=CC=2)C2C=CC=CC=2)[P](C2C=CC=CC=2)(C2C=CC=CC=2)C2C=CC=CC=2)(C2C=CC=CC=2)C2C=CC=CC=2)=CC=1.